Task: Predict the product of the given reaction.. Dataset: Forward reaction prediction with 1.9M reactions from USPTO patents (1976-2016) (1) Given the reactants N.[CH3:2][CH:3]([CH2:5][N:6]([S:30]([C:33]1[CH:34]=[CH:35][C:36]([NH2:39])=[CH:37][CH:38]=1)(=[O:32])=[O:31])[CH2:7][C@@H:8]([OH:29])[C@@H:9]([NH:17][C:18]([O:20][C@@H:21]1[C@@H:25]2[CH2:26][CH2:27][O:28][C@@H:24]2[O:23][CH2:22]1)=[O:19])[CH2:10][C:11]1[CH:12]=[CH:13][CH:14]=[CH:15][CH:16]=1)[CH3:4].C([O-])(=O)CC, predict the reaction product. The product is: [CH3:4][CH:3]([CH2:5][N:6]([S:30]([C:33]1[CH:38]=[CH:37][C:36]([NH2:39])=[CH:35][CH:34]=1)(=[O:32])=[O:31])[CH2:7][C@@H:8]([OH:29])[C@@H:9]([NH:17][C:18]([O:20][C@@H:21]1[C@@H:25]2[CH2:26][CH2:27][O:28][C@@H:24]2[O:23][CH2:22]1)=[O:19])[CH2:10][C:11]1[CH:16]=[CH:15][CH:14]=[CH:13][CH:12]=1)[CH3:2]. (2) Given the reactants [CH3:1][C:2]1([CH3:15])[CH2:8][O:7][C:6]2[CH:9]=[CH:10][C:11]([CH2:13][OH:14])=[CH:12][C:5]=2[O:4][CH2:3]1.[CH3:16][S:17][C:18]1[CH:23]=[CH:22][C:21](O)=[CH:20][CH:19]=1, predict the reaction product. The product is: [CH3:1][C:2]1([CH3:15])[CH2:8][O:7][C:6]2[CH:9]=[CH:10][C:11]([CH2:13][O:14][C:21]3[CH:22]=[CH:23][C:18]([S:17][CH3:16])=[CH:19][CH:20]=3)=[CH:12][C:5]=2[O:4][CH2:3]1. (3) Given the reactants [CH3:1][O:2][C:3]1[CH:4]=[C:5]([CH2:9][C:10](Cl)=O)[CH:6]=[CH:7][CH:8]=1.[CH3:13][O:14][C:15]1[CH:20]=[CH:19][C:18]([NH2:21])=[CH:17][CH:16]=1.O, predict the reaction product. The product is: [CH3:13][O:14][C:15]1[CH:20]=[CH:19][C:18]([NH:21][CH2:10][CH2:9][C:5]2[CH:6]=[CH:7][CH:8]=[C:3]([O:2][CH3:1])[CH:4]=2)=[CH:17][CH:16]=1. (4) Given the reactants [Cl:1][C:2]1[CH:7]=[CH:6][C:5]([N:8]2[C:12]([CH:13]([CH3:15])[CH3:14])=[C:11]([NH:16][C:17](=[O:34])[CH:18]([N:22]3[C:26]([CH:27]=[CH2:28])=[C:25]([C:29]([F:32])([F:31])[F:30])[N:24]=[C:23]3[CH3:33])[CH2:19]C=C)[CH:10]=[N:9]2)=[CH:4][CH:3]=1, predict the reaction product. The product is: [Cl:1][C:2]1[CH:7]=[CH:6][C:5]([N:8]2[C:12]([CH:13]([CH3:15])[CH3:14])=[C:11]([NH:16][C:17]([CH:18]3[N:22]4[C:23]([CH3:33])=[N:24][C:25]([C:29]([F:30])([F:32])[F:31])=[C:26]4[CH:27]=[CH:28][CH2:19]3)=[O:34])[CH:10]=[N:9]2)=[CH:4][CH:3]=1. (5) Given the reactants [ClH:1].[CH3:2][C:3]1([CH3:29])[CH2:8][CH2:7][CH:6]([C:9]2[S:28][C:12]3[N:13]=[C:14]([CH3:27])[N:15]=[C:16]([CH2:17][NH:18][CH:19]4[CH2:24][CH2:23][S:22](=[O:26])(=[O:25])[CH2:21][CH2:20]4)[C:11]=3[CH:10]=2)[CH2:5][CH2:4]1.CI.[C:32]([O-])([O-])=O.[K+].[K+].[NH4+].[Cl-], predict the reaction product. The product is: [ClH:1].[CH3:2][C:3]1([CH3:29])[CH2:4][CH2:5][CH:6]([C:9]2[S:28][C:12]3[N:13]=[C:14]([CH3:27])[N:15]=[C:16]([CH2:17][N:18]([CH3:32])[CH:19]4[CH2:20][CH2:21][S:22](=[O:25])(=[O:26])[CH2:23][CH2:24]4)[C:11]=3[CH:10]=2)[CH2:7][CH2:8]1. (6) The product is: [C:4]1([CH:3]([C:10]2[CH:15]=[CH:14][CH:13]=[CH:12][CH:11]=2)[N:16]2[CH2:19][CH:18]([O:20][C:27]3[CH:28]=[CH:29][C:24]([F:23])=[CH:25][CH:26]=3)[CH2:17]2)[CH:5]=[CH:6][CH:7]=[CH:8][CH:9]=1. Given the reactants [H-].[Na+].[CH:3]([N:16]1[CH2:19][CH:18]([OH:20])[CH2:17]1)([C:10]1[CH:15]=[CH:14][CH:13]=[CH:12][CH:11]=1)[C:4]1[CH:9]=[CH:8][CH:7]=[CH:6][CH:5]=1.[H][H].[F:23][C:24]1[CH:29]=[CH:28][C:27](F)=[CH:26][CH:25]=1.C(=O)([O-])O.[Na+], predict the reaction product. (7) Given the reactants [C:1]([O:5][C:6]([N:8]1[CH2:13][CH2:12][N:11]([C:14]2[CH:19]=[CH:18][CH:17]=[CH:16][C:15]=2[O:20][CH:21]2[CH2:26][CH2:25][CH2:24][N:23](C(OCC3C=CC=CC=3)=O)[CH2:22]2)[CH2:10][CH2:9]1)=[O:7])([CH3:4])([CH3:3])[CH3:2].[H][H].C(N(CC)CC)C.[CH:46]([S:49](Cl)(=[O:51])=[O:50])([CH3:48])[CH3:47], predict the reaction product. The product is: [C:1]([O:5][C:6]([N:8]1[CH2:9][CH2:10][N:11]([C:14]2[CH:19]=[CH:18][CH:17]=[CH:16][C:15]=2[O:20][CH:21]2[CH2:26][CH2:25][CH2:24][N:23]([S:49]([CH:46]([CH3:48])[CH3:47])(=[O:51])=[O:50])[CH2:22]2)[CH2:12][CH2:13]1)=[O:7])([CH3:3])([CH3:2])[CH3:4].